This data is from Peptide-MHC class I binding affinity with 185,985 pairs from IEDB/IMGT. The task is: Regression. Given a peptide amino acid sequence and an MHC pseudo amino acid sequence, predict their binding affinity value. This is MHC class I binding data. The peptide sequence is FEADPLSPQ. The MHC is HLA-A26:01 with pseudo-sequence HLA-A26:01. The binding affinity (normalized) is 0.0847.